Dataset: Full USPTO retrosynthesis dataset with 1.9M reactions from patents (1976-2016). Task: Predict the reactants needed to synthesize the given product. (1) The reactants are: [CH2:1]([C@@H:8]1[CH2:12][O:11][C:10](=[O:13])[N:9]1[C:14](=[O:38])[C@@H:15]([C:23]1[CH:28]=[CH:27][C:26]([S:29]([CH:32]2[CH2:34][CH2:33]2)(=[O:31])=[O:30])=[C:25]([CH:35]2[CH2:37][CH2:36]2)[CH:24]=1)[CH2:16][C@H:17]1[CH2:21][CH2:20][C:19](=[O:22])[CH2:18]1)[C:2]1[CH:7]=[CH:6][CH:5]=[CH:4][CH:3]=1.[CH3:39][C:40]([CH3:45])([CH2:43]O)[CH2:41][OH:42].C1(C)C=CC(S([O-])(=O)=O)=CC=1.[NH+]1C=CC=CC=1.C(=O)(O)[O-].[Na+]. Given the product [CH2:1]([C@@H:8]1[CH2:12][O:11][C:10](=[O:13])[N:9]1[C:14](=[O:38])[C@@H:15]([C:23]1[CH:28]=[CH:27][C:26]([S:29]([CH:32]2[CH2:34][CH2:33]2)(=[O:31])=[O:30])=[C:25]([CH:35]2[CH2:37][CH2:36]2)[CH:24]=1)[CH2:16][C@H:17]1[CH2:21][CH2:20][C:19]2([O:42][CH2:41][C:40]([CH3:45])([CH3:43])[CH2:39][O:22]2)[CH2:18]1)[C:2]1[CH:7]=[CH:6][CH:5]=[CH:4][CH:3]=1, predict the reactants needed to synthesize it. (2) Given the product [F:29][C:27]1[CH:28]=[C:23]([C:7]2[C:8]3[C:13](=[CH:12][CH:11]=[C:10]([O:16][C:17]4[CH:22]=[CH:21][CH:20]=[CH:19][CH:18]=4)[CH:9]=3)[C:14]([OH:15])=[C:5]([C:3]([NH:30][CH2:31][CH2:32][CH2:33][CH2:34][C:35]([OH:37])=[O:36])=[O:4])[N:6]=2)[CH:24]=[N:25][CH:26]=1, predict the reactants needed to synthesize it. The reactants are: CO[C:3]([C:5]1[N:6]=[C:7]([C:23]2[CH:24]=[N:25][CH:26]=[C:27]([F:29])[CH:28]=2)[C:8]2[C:13]([C:14]=1[OH:15])=[CH:12][CH:11]=[C:10]([O:16][C:17]1[CH:22]=[CH:21][CH:20]=[CH:19][CH:18]=1)[CH:9]=2)=[O:4].[NH2:30][CH2:31][CH2:32][CH2:33][CH2:34][C:35]([OH:37])=[O:36].C[O-].[Na+]. (3) Given the product [CH2:17]([C:24]1[CH:29]=[C:28]([CH3:30])[N:27]=[C:26]([NH:16][CH:13]2[CH2:14][CH2:15][N:10]([C:8]3[CH:7]=[CH:6][N:5]=[C:4]([CH3:3])[N:9]=3)[CH2:11][CH2:12]2)[N:25]=1)[C:18]1[CH:19]=[CH:20][CH:21]=[CH:22][CH:23]=1, predict the reactants needed to synthesize it. The reactants are: Cl.Cl.[CH3:3][C:4]1[N:9]=[C:8]([N:10]2[CH2:15][CH2:14][CH:13]([NH2:16])[CH2:12][CH2:11]2)[CH:7]=[CH:6][N:5]=1.[CH2:17]([C:24]1[CH:29]=[C:28]([CH3:30])[N:27]=[C:26](Cl)[N:25]=1)[C:18]1[CH:23]=[CH:22][CH:21]=[CH:20][CH:19]=1.C(N(CC)C(C)C)(C)C. (4) Given the product [F:11][C:9]1[CH:10]=[C:2]2[C:3]([C:4](=[O:5])[NH:17][CH:16]=[N:1]2)=[CH:7][CH:8]=1, predict the reactants needed to synthesize it. The reactants are: [NH2:1][C:2]1[CH:10]=[C:9]([F:11])[CH:8]=[CH:7][C:3]=1[C:4](O)=[O:5].C(O)(=O)C.[CH:16](N)=[NH:17]. (5) Given the product [F:34][C:2]([F:1])([F:33])[C:3]([C:12]1[CH:29]=[CH:28][C:15]([O:16][C:17]2[CH:18]=[C:19]([CH:24]=[CH:25][N:26]=2)[C:20]([O:22][CH3:23])=[O:21])=[C:14]([CH2:30][CH2:31][CH3:32])[CH:13]=1)([O:8][CH2:9][O:10][CH3:11])[C:4]([F:7])([F:6])[F:5], predict the reactants needed to synthesize it. The reactants are: [F:1][C:2]([F:34])([F:33])[C:3]([C:12]1[CH:29]=[CH:28][C:15]([O:16][C:17]2[CH:18]=[C:19]([C:24](I)=[CH:25][N:26]=2)[C:20]([O:22][CH3:23])=[O:21])=[C:14]([CH2:30][CH2:31][CH3:32])[CH:13]=1)([O:8][CH2:9][O:10][CH3:11])[C:4]([F:7])([F:6])[F:5]. (6) Given the product [Cl:1][C:2]1[CH:16]=[CH:15][CH:14]=[CH:13][C:3]=1[O:4][CH2:5][C:6]1[CH:11]=[CH:10][CH:9]=[C:8]([O:12][CH2:49][CH:46]2[CH2:47][CH2:48][N:43]([C:41]([O:40][C:36]([CH3:37])([CH3:39])[CH3:38])=[O:42])[CH2:44][CH2:45]2)[CH:7]=1, predict the reactants needed to synthesize it. The reactants are: [Cl:1][C:2]1[CH:16]=[CH:15][CH:14]=[CH:13][C:3]=1[O:4][CH2:5][C:6]1[CH:7]=[C:8]([OH:12])[CH:9]=[CH:10][CH:11]=1.C1(P(C2C=CC=CC=2)C2C=CC=CC=2)C=CC=CC=1.[C:36]([O:40][C:41]([N:43]1[CH2:48][CH2:47][CH:46]([CH2:49]O)[CH2:45][CH2:44]1)=[O:42])([CH3:39])([CH3:38])[CH3:37].N(C(OCC)=O)=NC(OCC)=O.